This data is from Reaction yield outcomes from USPTO patents with 853,638 reactions. The task is: Predict the reaction yield, written as a fraction of the theoretical maximum amount of product (1.0 means a 100% yield; for example, 0.34 means a 34% yield). (1) The reactants are C(OC([N:8]1[CH2:13][CH2:12][O:11][CH2:10][C@H:9]1[CH2:14][O:15][C:16]([N:18]1[CH2:23][CH2:22][N:21]([C:24]2[CH:29]=[CH:28][C:27]([F:30])=[CH:26][CH:25]=2)[CH2:20][CH2:19]1)=[O:17])=O)(C)(C)C.C(O)(C(F)(F)F)=O. The catalyst is C(Cl)Cl.CCCCCCC. The product is [F:30][C:27]1[CH:28]=[CH:29][C:24]([N:21]2[CH2:20][CH2:19][N:18]([C:16]([O:15][CH2:14][C@@H:9]3[CH2:10][O:11][CH2:12][CH2:13][NH:8]3)=[O:17])[CH2:23][CH2:22]2)=[CH:25][CH:26]=1. The yield is 0.930. (2) The reactants are [F:1][C:2]1[CH:3]=[C:4]2[C:8](=[CH:9][CH:10]=1)[NH:7][C:6](=[O:11])[CH2:5]2.C[Si]([N-][Si](C)(C)C)(C)C.[Na+].Cl[CH2:23][CH2:24][N:25]([CH2:33][CH2:34]Cl)[C:26](=[O:32])[O:27][C:28]([CH3:31])([CH3:30])[CH3:29]. The catalyst is O1CCCC1. The product is [CH3:31][C:28]([O:27][C:26]([N:25]1[CH2:33][CH2:34][C:5]2([C:6](=[O:11])[NH:7][C:8]3[CH:9]=[CH:10][C:2]([F:1])=[CH:3][C:4]2=3)[CH2:23][CH2:24]1)=[O:32])([CH3:29])[CH3:30]. The yield is 0.150. (3) The reactants are [Cl:1][C:2]1[CH:3]=[C:4]([C:8](=O)/[CH:9]=[C:10](/[C:13]([O:15][CH2:16][CH3:17])=[O:14])\O[Li])[CH:5]=[N:6][CH:7]=1.[C:19]1([NH:25][NH2:26])[CH:24]=[CH:23][CH:22]=[CH:21][CH:20]=1. The catalyst is C(O)(=O)C.C(Cl)Cl. The product is [Cl:1][C:2]1[CH:3]=[C:4]([C:8]2[CH:9]=[C:10]([C:13]([O:15][CH2:16][CH3:17])=[O:14])[N:25]([C:19]3[CH:24]=[CH:23][CH:22]=[CH:21][CH:20]=3)[N:26]=2)[CH:5]=[N:6][CH:7]=1. The yield is 0.0700.